This data is from Forward reaction prediction with 1.9M reactions from USPTO patents (1976-2016). The task is: Predict the product of the given reaction. (1) Given the reactants [CH2:1]([S:8][C:9]1[C:14]([CH:15]([CH3:17])[CH3:16])=[CH:13][C:12]([N+:18]([O-])=O)=[CH:11][N:10]=1)[C:2]1[CH:7]=[CH:6][CH:5]=[CH:4][CH:3]=1.C(O)C.Cl, predict the reaction product. The product is: [CH2:1]([S:8][C:9]1[N:10]=[CH:11][C:12]([NH2:18])=[CH:13][C:14]=1[CH:15]([CH3:17])[CH3:16])[C:2]1[CH:3]=[CH:4][CH:5]=[CH:6][CH:7]=1. (2) Given the reactants CO[C:3]([C:5]1([CH3:17])[CH2:14][CH2:13][C:12]2[C:7](=[C:8]([O:15][CH3:16])[CH:9]=[CH:10][CH:11]=2)[CH2:6]1)=[O:4].[CH2:18]([N:20]([CH2:28][CH3:29])[C:21]1[CH:26]=[CH:25][C:24]([NH2:27])=[CH:23][CH:22]=1)[CH3:19].CC[Mg+].[Br-], predict the reaction product. The product is: [CH2:28]([N:20]([CH2:18][CH3:19])[C:21]1[CH:26]=[CH:25][C:24]([NH:27][C:3]([C:5]2([CH3:17])[CH2:14][CH2:13][C:12]3[C:7](=[C:8]([O:15][CH3:16])[CH:9]=[CH:10][CH:11]=3)[CH2:6]2)=[O:4])=[CH:23][CH:22]=1)[CH3:29]. (3) Given the reactants CO[C:3](=[O:8])[CH2:4][C:5](=O)[CH3:6].Br[CH2:10][C:11]([C:13]1[CH:18]=[C:17]([C:19]([F:22])([F:21])[F:20])[CH:16]=[CH:15][C:14]=1[F:23])=O.[CH3:24][C:25]1([CH3:32])[O:29][CH:28]([CH2:30][NH2:31])[CH2:27][O:26]1.[CH:33]1([NH2:39])[CH2:38][CH2:37][CH2:36][CH2:35][CH2:34]1, predict the reaction product. The product is: [CH:33]1([NH:39][C:3]([C:4]2[CH:10]=[C:11]([C:13]3[CH:18]=[C:17]([C:19]([F:22])([F:21])[F:20])[CH:16]=[CH:15][C:14]=3[F:23])[N:31]([CH2:30][CH:28]3[CH2:27][O:26][C:25]([CH3:32])([CH3:24])[O:29]3)[C:5]=2[CH3:6])=[O:8])[CH2:38][CH2:37][CH2:36][CH2:35][CH2:34]1. (4) The product is: [CH3:25][C@H:20]1[O:21][C@@H:22]([CH3:24])[CH2:23][N:18]([CH2:17][C:14]2[O:13][C:12]([C:4]3[CH:3]=[C:2]([C:34]4[CH:42]=[CH:41][CH:40]=[C:39]5[C:35]=4[CH:36]=[CH:37][NH:38]5)[CH:10]=[C:9]4[C:5]=3[CH:6]=[N:7][N:8]4[CH3:11])=[N:16][N:15]=2)[CH2:19]1. Given the reactants Br[C:2]1[CH:10]=[C:9]2[C:5]([CH:6]=[N:7][N:8]2[CH3:11])=[C:4]([C:12]2[O:13][C:14]([CH2:17][N:18]3[CH2:23][C@H:22]([CH3:24])[O:21][C@H:20]([CH3:25])[CH2:19]3)=[N:15][N:16]=2)[CH:3]=1.CC1(C)C(C)(C)OB([C:34]2[CH:42]=[CH:41][CH:40]=[C:39]3[C:35]=2[CH:36]=[CH:37][NH:38]3)O1.C(=O)([O-])[O-].[Na+].[Na+], predict the reaction product. (5) Given the reactants F[C:2]1[CH:7]=[CH:6][N:5]=[C:4]([C:8]([NH:10][C:11]2[CH:12]=[C:13]([C:16]([O:18][CH3:19])=[O:17])[S:14][CH:15]=2)=[O:9])[CH:3]=1.[CH:20]1([C:23]2[N:24]=[CH:25][NH:26][CH:27]=2)[CH2:22][CH2:21]1.C(=O)([O-])[O-].[Cs+].[Cs+], predict the reaction product. The product is: [CH:20]1([C:23]2[N:24]=[CH:25][N:26]([C:2]3[CH:7]=[CH:6][N:5]=[C:4]([C:8]([NH:10][C:11]4[CH:12]=[C:13]([C:16]([O:18][CH3:19])=[O:17])[S:14][CH:15]=4)=[O:9])[CH:3]=3)[CH:27]=2)[CH2:22][CH2:21]1. (6) The product is: [C:1]([C:3]1[CH:8]=[CH:7][C:6]([CH:9]2[C:14]([C:15]([OH:17])=[O:16])=[C:13]([CH3:21])[N:12]([C:22]3[CH:27]=[CH:26][CH:25]=[C:24]([C:28]([F:30])([F:29])[F:31])[CH:23]=3)[C:11](=[O:32])[NH:10]2)=[C:5]([S:33][CH3:34])[CH:4]=1)#[N:2]. Given the reactants [C:1]([C:3]1[CH:8]=[CH:7][C:6]([CH:9]2[C:14]([C:15]([O:17]CC=C)=[O:16])=[C:13]([CH3:21])[N:12]([C:22]3[CH:27]=[CH:26][CH:25]=[C:24]([C:28]([F:31])([F:30])[F:29])[CH:23]=3)[C:11](=[O:32])[NH:10]2)=[C:5]([S:33][CH3:34])[CH:4]=1)#[N:2].N1CCOCC1, predict the reaction product. (7) Given the reactants Cl.Cl.C(O[C:6]([C:8]1[CH:9]=[C:10]2[C:14](=[CH:15][CH:16]=1)[NH:13][N:12]=[C:11]2[C:17]1[CH:26]=[CH:25][C:24]2[C:19](=[CH:20][CH:21]=[C:22]([O:27][CH2:28][C@@H:29]3[CH2:33][CH2:32][CH2:31][N:30]3[CH3:34])[CH:23]=2)[CH:18]=1)=[NH:7])C.[N:35]1([CH2:40][C:41]([NH:43][NH2:44])=O)[CH2:39][CH2:38][CH2:37][CH2:36]1.C(N(CC)CC)C, predict the reaction product. The product is: [CH3:34][N:30]1[CH2:31][CH2:32][CH2:33][C@H:29]1[CH2:28][O:27][C:22]1[CH:23]=[C:24]2[C:19](=[CH:20][CH:21]=1)[CH:18]=[C:17]([C:11]1[C:10]3[C:14](=[CH:15][CH:16]=[C:8]([C:6]4[NH:44][N:43]=[C:41]([CH2:40][N:35]5[CH2:39][CH2:38][CH2:37][CH2:36]5)[N:7]=4)[CH:9]=3)[NH:13][N:12]=1)[CH:26]=[CH:25]2.